Dataset: Peptide-MHC class II binding affinity with 134,281 pairs from IEDB. Task: Regression. Given a peptide amino acid sequence and an MHC pseudo amino acid sequence, predict their binding affinity value. This is MHC class II binding data. (1) The peptide sequence is TVDSIGMLPRFT. The MHC is DRB1_0405 with pseudo-sequence DRB1_0405. The binding affinity (normalized) is 0. (2) The peptide sequence is KKTRNMTMSMSMILVGV. The MHC is HLA-DQA10102-DQB10501 with pseudo-sequence HLA-DQA10102-DQB10501. The binding affinity (normalized) is 0.797. (3) The peptide sequence is SLDLELSWNLNGLQAY. The MHC is DRB1_1302 with pseudo-sequence DRB1_1302. The binding affinity (normalized) is 0.576. (4) The peptide sequence is KSEVYEKGLGKFVKT. The MHC is DRB3_0101 with pseudo-sequence DRB3_0101. The binding affinity (normalized) is 0.245. (5) The peptide sequence is MAFLRSVSRLAAAVF. The MHC is HLA-DQA10102-DQB10502 with pseudo-sequence HLA-DQA10102-DQB10502. The binding affinity (normalized) is 0. (6) The MHC is DRB1_1302 with pseudo-sequence DRB1_1302. The peptide sequence is ISFFEIKCRAKYLFD. The binding affinity (normalized) is 0.272. (7) The peptide sequence is AWASACGGTGKNTIV. The MHC is HLA-DPA10201-DPB11401 with pseudo-sequence HLA-DPA10201-DPB11401. The binding affinity (normalized) is 0.0161. (8) The peptide sequence is PLMSSKFPELGMNPS. The MHC is DRB1_0701 with pseudo-sequence DRB1_0701. The binding affinity (normalized) is 0.212. (9) The peptide sequence is SKFMQEINIEEQEYQ. The MHC is DRB1_0901 with pseudo-sequence DRB1_0901. The binding affinity (normalized) is 0.324. (10) The peptide sequence is NAVSLCILTINAVASKK. The MHC is HLA-DQA10102-DQB10501 with pseudo-sequence HLA-DQA10102-DQB10501. The binding affinity (normalized) is 0.898.